From a dataset of Catalyst prediction with 721,799 reactions and 888 catalyst types from USPTO. Predict which catalyst facilitates the given reaction. (1) Reactant: [CH2:1]([C@H:8]1[CH2:12][O:11][C:10](=[O:13])[N:9]1[C:14](=[O:51])[C@@H:15]([O:49][CH3:50])[C@@H:16]([C:18]1[CH:23]=[CH:22][C:21]([O:24][CH2:25][CH2:26][C:27]2[N:28]=[C:29]([C:33]3[CH:38]=[CH:37][CH:36]=[CH:35][CH:34]=3)[O:30][C:31]=2[CH3:32])=[CH:20][C:19]=1[O:39][Si:40]([CH3:48])([CH3:47])[C:41]([CH3:46])([CH3:45])[CH:42]([CH3:44])[CH3:43])O)[C:2]1[CH:7]=[CH:6][CH:5]=[CH:4][CH:3]=1.C([SiH](CC)CC)C. Product: [CH2:1]([C@H:8]1[CH2:12][O:11][C:10](=[O:13])[N:9]1[C:14](=[O:51])[C@@H:15]([O:49][CH3:50])[CH2:16][C:18]1[CH:23]=[CH:22][C:21]([O:24][CH2:25][CH2:26][C:27]2[N:28]=[C:29]([C:33]3[CH:34]=[CH:35][CH:36]=[CH:37][CH:38]=3)[O:30][C:31]=2[CH3:32])=[CH:20][C:19]=1[O:39][Si:40]([CH3:47])([CH3:48])[C:41]([CH3:45])([CH3:46])[CH:42]([CH3:43])[CH3:44])[C:2]1[CH:3]=[CH:4][CH:5]=[CH:6][CH:7]=1. The catalyst class is: 55. (2) Reactant: [CH3:1][C:2]([C:4]1[CH:9]=[CH:8][C:7]([C:10]([CH3:13])([CH3:12])[CH3:11])=[CH:6][CH:5]=1)=[O:3].Cl.[CH3:15][NH:16][CH3:17].[CH2:18]=O.Cl. Product: [C:10]([C:7]1[CH:8]=[CH:9][C:4]([C:2](=[O:3])[CH2:1][CH2:15][N:16]([CH3:18])[CH3:17])=[CH:5][CH:6]=1)([CH3:13])([CH3:12])[CH3:11]. The catalyst class is: 8. (3) Reactant: [N+:1]([C:4]1[CH:9]=[CH:8][C:7]([N:10]2[CH2:15][CH2:14][O:13][CH2:12][CH2:11]2)=[CH:6][C:5]=1[C:16]([F:19])([F:18])[F:17])([O-])=O.C1(C)C=CC=CC=1. Product: [N:10]1([C:7]2[CH:8]=[CH:9][C:4]([NH2:1])=[C:5]([C:16]([F:18])([F:17])[F:19])[CH:6]=2)[CH2:15][CH2:14][O:13][CH2:12][CH2:11]1. The catalyst class is: 63. (4) Product: [N:21]1[CH:20]=[CH:19][C:18]([CH:2]2[O:1][C:46](=[O:48])[NH:43][CH:3]2[CH2:7][C:8]2[CH:9]=[CH:10][C:11]([C:14]([F:17])([F:15])[F:16])=[CH:12][CH:13]=2)=[CH:23][CH:22]=1. Reactant: [OH:1][CH:2]([C:18]1[CH:23]=[CH:22][N:21]=[CH:20][CH:19]=1)[CH:3]([CH2:7][C:8]1[CH:13]=[CH:12][C:11]([C:14]([F:17])([F:16])[F:15])=[CH:10][CH:9]=1)C(O)=O.C1(P(N=[N+]=[N-])(C2C=CC=CC=2)=O)C=CC=CC=1.C([N:43]([CH2:46]C)CC)C.[OH2:48]. The catalyst class is: 7. (5) Reactant: Cl[C:2]1[CH:11]=[C:10]2[C:5]([CH:6]=[C:7]([C:14]3[CH:15]=[C:16]([NH:21][C:22](=[O:33])[C:23]4[CH:28]=[CH:27][CH:26]=[C:25]([C:29]([F:32])([F:31])[F:30])[CH:24]=4)[CH:17]=[CH:18][C:19]=3[CH3:20])[C:8](=[O:13])[N:9]2[CH3:12])=[CH:4][N:3]=1.[CH2:34]([NH2:36])[CH3:35]. Product: [CH2:34]([NH:36][C:2]1[CH:11]=[C:10]2[C:5]([CH:6]=[C:7]([C:14]3[CH:15]=[C:16]([NH:21][C:22](=[O:33])[C:23]4[CH:28]=[CH:27][CH:26]=[C:25]([C:29]([F:31])([F:30])[F:32])[CH:24]=4)[CH:17]=[CH:18][C:19]=3[CH3:20])[C:8](=[O:13])[N:9]2[CH3:12])=[CH:4][N:3]=1)[CH3:35]. The catalyst class is: 51. (6) Reactant: Cl[C:2]1[N:3]=[C:4]2[CH:9]=[CH:8][CH:7]=[CH:6][N:5]2[C:10]=1C(OCC)=O.[H-].[Na+].[CH2:18]([N:20]1[C:28]2[C:23](=[N:24][CH:25]=[CH:26][CH:27]=2)[N:22]([C:29]2[CH:34]=[CH:33][C:32]([OH:35])=[CH:31][CH:30]=2)[C:21]1=[O:36])[CH3:19].[Cl-].[Cl-].[Ca+2]. Product: [CH2:18]([N:20]1[C:28]2[C:23](=[N:24][CH:25]=[CH:26][CH:27]=2)[N:22]([C:29]2[CH:30]=[CH:31][C:32]([O:35][C:2]3[N:3]=[C:4]4[CH:9]=[CH:8][CH:7]=[CH:6][N:5]4[CH:10]=3)=[CH:33][CH:34]=2)[C:21]1=[O:36])[CH3:19]. The catalyst class is: 121.